This data is from Catalyst prediction with 721,799 reactions and 888 catalyst types from USPTO. The task is: Predict which catalyst facilitates the given reaction. (1) Reactant: [F:1][C:2]1[CH:10]=[C:9]2[C:5]([CH:6]=[CH:7][NH:8]2)=[CH:4][C:3]=1[CH2:11][NH:12][C:13](=[O:19])[O:14][C:15]([CH3:18])([CH3:17])[CH3:16].C1C(=O)N([Cl:27])C(=O)C1. Product: [Cl:27][C:6]1[C:5]2[C:9](=[CH:10][C:2]([F:1])=[C:3]([CH2:11][NH:12][C:13](=[O:19])[O:14][C:15]([CH3:16])([CH3:18])[CH3:17])[CH:4]=2)[NH:8][CH:7]=1. The catalyst class is: 2. (2) Reactant: [F:1][C:2]1[CH:7]=[CH:6][C:5]([NH:8][C:9]2[C:10]3[C:17]([CH3:18])=[C:16]([C:19]([O:21]C)=O)[S:15][C:11]=3[N:12]=[CH:13][N:14]=2)=[C:4]([O:23][CH:24]2[CH2:29][CH2:28][NH:27][CH2:26][CH2:25]2)[CH:3]=1.[NH3:30]. Product: [F:1][C:2]1[CH:7]=[CH:6][C:5]([NH:8][C:9]2[C:10]3[C:17]([CH3:18])=[C:16]([C:19]([NH2:30])=[O:21])[S:15][C:11]=3[N:12]=[CH:13][N:14]=2)=[C:4]([O:23][CH:24]2[CH2:29][CH2:28][NH:27][CH2:26][CH2:25]2)[CH:3]=1. The catalyst class is: 5.